Dataset: Reaction yield outcomes from USPTO patents with 853,638 reactions. Task: Predict the reaction yield, written as a fraction of the theoretical maximum amount of product (1.0 means a 100% yield; for example, 0.34 means a 34% yield). (1) The reactants are [N:1]([CH2:4][CH2:5][CH3:6])=[C:2]=[O:3].[OH:7][C@H:8]1[CH2:27][N:11]2[C:12](=[O:26])[N:13]([C:15]3[CH:20]=[CH:19][C:18]([O:21][C:22]([F:25])([F:24])[F:23])=[CH:17][CH:16]=3)[CH2:14][C@@H:10]2[CH2:9]1.O. The catalyst is C1COCC1.N1C=CC=CC=1. The product is [O:26]=[C:12]1[N:11]2[CH2:27][C@H:8]([O:7][C:2](=[O:3])[NH:1][CH2:4][CH2:5][CH3:6])[CH2:9][C@H:10]2[CH2:14][N:13]1[C:15]1[CH:20]=[CH:19][C:18]([O:21][C:22]([F:25])([F:23])[F:24])=[CH:17][CH:16]=1. The yield is 0.260. (2) The reactants are [Cl:1][C:2]1[C:3]([N+:9]([O-])=O)=[C:4]([CH:6]=[CH:7][CH:8]=1)[NH2:5].[Cl-].[NH4+].C(O)C. The catalyst is [Zn].O. The product is [Cl:1][C:2]1[CH:8]=[CH:7][CH:6]=[C:4]([NH2:5])[C:3]=1[NH2:9]. The yield is 0.970. (3) The reactants are [N:1]1([C:7]2[CH:8]=[C:9]([C:17]([O:19][CH3:20])=[O:18])[C:10]3[NH:14][C:13](=O)[NH:12][C:11]=3[CH:16]=2)[CH2:6][CH2:5][O:4][CH2:3][CH2:2]1.CN(C)C1C=CC=CC=1.O=P(Cl)(Cl)[Cl:32]. No catalyst specified. The product is [Cl:32][C:13]1[NH:14][C:10]2[C:9]([C:17]([O:19][CH3:20])=[O:18])=[CH:8][C:7]([N:1]3[CH2:6][CH2:5][O:4][CH2:3][CH2:2]3)=[CH:16][C:11]=2[N:12]=1. The yield is 0.230. (4) The reactants are [NH2:1][CH:2]([CH2:7][CH3:8])[CH2:3][C:4]([OH:6])=[O:5].[Si](C=[N+]=[N-])(C)(C)[CH3:10]. The catalyst is CO.C1C=CC=CC=1. The product is [CH3:10][O:5][C:4](=[O:6])[CH2:3][CH:2]([NH2:1])[CH2:7][CH3:8]. The yield is 0.990. (5) The reactants are [CH3:1][C:2]1[CH:9]=[C:8]([CH3:10])[CH:7]=[C:6]([N+:11]([O-:13])=[O:12])[C:3]=1[C:4]#[N:5].OO.CS(C)=[O:18].[OH-].[K+]. The yield is 0.430. The product is [CH3:10][C:8]1[CH:9]=[C:2]([CH3:1])[C:3]([C:4]([NH2:5])=[O:18])=[C:6]([N+:11]([O-:13])=[O:12])[CH:7]=1. The catalyst is CO.O. (6) The catalyst is C(#N)C. The yield is 0.566. The product is [CH3:1][S:2]([CH:5]([CH2:16][CH:15]=[CH2:14])[C:6]#[N:7])(=[O:4])=[O:3]. The reactants are [CH3:1][S:2]([CH2:5][C:6]#[N:7])(=[O:4])=[O:3].C(=O)([O-])[O-].[K+].[K+].[CH2:14](Br)[CH:15]=[CH2:16]. (7) The yield is 1.00. The reactants are C(OC([N:8]1[CH2:13][CH2:12][CH:11]([C:14]2[C:18]3[CH:19]=[N:20][C:21]([N:23]4[CH2:28][CH2:27][O:26][CH2:25][CH2:24]4)=[CH:22][C:17]=3[NH:16][CH:15]=2)[CH2:10][CH2:9]1)=O)(C)(C)C.C(O)(C(F)(F)F)=O.C(Cl)Cl. The product is [N:23]1([C:21]2[N:20]=[CH:19][C:18]3[C:14]([CH:11]4[CH2:12][CH2:13][NH:8][CH2:9][CH2:10]4)=[CH:15][NH:16][C:17]=3[CH:22]=2)[CH2:24][CH2:25][O:26][CH2:27][CH2:28]1. No catalyst specified.